This data is from Reaction yield outcomes from USPTO patents with 853,638 reactions. The task is: Predict the reaction yield, written as a fraction of the theoretical maximum amount of product (1.0 means a 100% yield; for example, 0.34 means a 34% yield). (1) The reactants are [NH2:1][CH2:2][CH:3]([C:19]1[C:20]([F:37])=[C:21]([NH:25][C:26](=[O:36])[C:27]2[CH:32]=[CH:31][C:30]([N:33]([CH3:35])[CH3:34])=[CH:29][CH:28]=2)[CH:22]=[CH:23][CH:24]=1)[C:4]1[C:12]2[C:7](=[CH:8][C:9]([N:13]3[CH2:18][CH2:17][O:16][CH2:15][CH2:14]3)=[CH:10][CH:11]=2)[NH:6][CH:5]=1.O=[CH:39][C:40]([O:42][CH2:43][CH3:44])=[O:41].C1(C)C=CC=CC=1.Cl. The catalyst is O1CCOCC1. The product is [CH3:35][N:33]([CH3:34])[C:30]1[CH:29]=[CH:28][C:27]([C:26]([NH:25][C:21]2[C:20]([F:37])=[C:19]([C:3]3[C:4]4[C:12]5[C:7](=[CH:8][C:9]([N:13]6[CH2:18][CH2:17][O:16][CH2:15][CH2:14]6)=[CH:10][CH:11]=5)[NH:6][C:5]=4[C:39]([C:40]([O:42][CH2:43][CH3:44])=[O:41])=[N:1][CH:2]=3)[CH:24]=[CH:23][CH:22]=2)=[O:36])=[CH:32][CH:31]=1. The yield is 0.371. (2) The product is [CH2:7]([O:6][C:4]([C:1]1([C:9]([OH:11])=[O:10])[CH2:2][CH2:3]1)=[O:5])[CH3:8]. The catalyst is [OH-].[Na+]. The yield is 0.940. The reactants are [C:1]1([C:9]([O:11]CC)=[O:10])([C:4]([O:6][CH2:7][CH3:8])=[O:5])[CH2:3][CH2:2]1.C(O)C. (3) The reactants are [CH2:1]([O:8][C:9]1[CH:10]=[C:11]2[C:15](=[CH:16][CH:17]=1)[NH:14][C:13]([C:18]([O:20][CH2:21][CH3:22])=[O:19])=[CH:12]2)[C:2]1[CH:7]=[CH:6][CH:5]=[CH:4][CH:3]=1.[C:23]([O:27][C:28]([N:30]1[CH2:34][C@@H:33]([CH3:35])OS1(=O)=O)=[O:29])([CH3:26])([CH3:25])[CH3:24].CC(C)([O-])C.[K+]. No catalyst specified. The product is [CH2:21]([O:20][C:18]([C:13]1[N:14]([C@@H:33]([CH3:35])[CH2:34][NH:30][C:28]([O:27][C:23]([CH3:26])([CH3:25])[CH3:24])=[O:29])[C:15]2[C:11]([CH:12]=1)=[CH:10][C:9]([O:8][CH2:1][C:2]1[CH:3]=[CH:4][CH:5]=[CH:6][CH:7]=1)=[CH:17][CH:16]=2)=[O:19])[CH3:22]. The yield is 1.00. (4) The reactants are [CH2:1]1[CH:10]2[N:5]([CH2:6][CH2:7][CH2:8][CH2:9]2)[CH2:4][CH:3]([CH2:11][OH:12])[CH2:2]1.C(N(CC)CC)C.[CH3:20][S:21](Cl)(=[O:23])=[O:22]. The yield is 0.910. The catalyst is ClCCl. The product is [CH3:20][S:21]([O:12][CH2:11][CH:3]1[CH2:4][N:5]2[CH:10]([CH2:9][CH2:8][CH2:7][CH2:6]2)[CH2:1][CH2:2]1)(=[O:23])=[O:22]. (5) The reactants are [P:1]([O:13][CH2:14][C@@H:15]1[CH2:19][CH2:18][CH2:17][N:16]1[CH2:20][CH2:21][CH2:22][O:23][C:24]1[CH:33]=[C:32]2[C:27]([C:28]([NH:34][C:35]3[S:36][C:37]([CH2:40][C:41]([NH:43][C:44]4[CH:49]=[CH:48][CH:47]=[C:46]([F:50])[C:45]=4[F:51])=[O:42])=[CH:38][N:39]=3)=[N:29][CH:30]=[N:31]2)=[CH:26][C:25]=1[O:52][CH3:53])([O:8]C(C)(C)C)([O:3]C(C)(C)C)=[O:2].C1(N)C(F)=C(F)C(F)=C(N)C=1F.Cl.Cl. No catalyst specified. The product is [P:1]([OH:3])([OH:8])([O:13][CH2:14][C@@H:15]1[CH2:19][CH2:18][CH2:17][N:16]1[CH2:20][CH2:21][CH2:22][O:23][C:24]1[CH:33]=[C:32]2[C:27]([C:28]([NH:34][C:35]3[S:36][C:37]([CH2:40][C:41]([NH:43][C:44]4[CH:49]=[CH:48][CH:47]=[C:46]([F:50])[C:45]=4[F:51])=[O:42])=[CH:38][N:39]=3)=[N:29][CH:30]=[N:31]2)=[CH:26][C:25]=1[O:52][CH3:53])=[O:2]. The yield is 0.880.